This data is from Reaction yield outcomes from USPTO patents with 853,638 reactions. The task is: Predict the reaction yield, written as a fraction of the theoretical maximum amount of product (1.0 means a 100% yield; for example, 0.34 means a 34% yield). (1) The reactants are [C:1]1([C:7](=[C:14]2[CH2:19][CH2:18][N:17]([C:20](=[O:36])[C:21]([C:23]3[C:31]4[C:26](=[C:27]([O:34][CH3:35])[N:28]=[CH:29][C:30]=4[O:32][CH3:33])[NH:25][CH:24]=3)=[O:22])[CH2:16][CH2:15]2)[C:8]#[C:9][Si](C)(C)C)[CH:6]=[CH:5][CH:4]=[CH:3][CH:2]=1.C([O-])([O-])=O.[K+].[K+]. The catalyst is CO. The product is [C:1]1([C:7](=[C:14]2[CH2:15][CH2:16][N:17]([C:20](=[O:36])[C:21]([C:23]3[C:31]4[C:26](=[C:27]([O:34][CH3:35])[N:28]=[CH:29][C:30]=4[O:32][CH3:33])[NH:25][CH:24]=3)=[O:22])[CH2:18][CH2:19]2)[C:8]#[CH:9])[CH:2]=[CH:3][CH:4]=[CH:5][CH:6]=1. The yield is 0.910. (2) The reactants are [F:1][C:2]1[CH:7]=[CH:6][C:5]([CH:8]([O:10][C:11]([NH:13][C:14]2[N:18]([CH3:19])[N:17]=[CH:16][C:15]=2[C:20]2[CH:25]=[CH:24][C:23]([C:26]3[CH:31]=[CH:30][C:29]([C:32]4([C:35]([O:37]C)=[O:36])[CH2:34][CH2:33]4)=[CH:28][CH:27]=3)=[CH:22][CH:21]=2)=[O:12])[CH3:9])=[CH:4][CH:3]=1.C1COCC1.[OH-].[Na+]. The catalyst is CO. The product is [F:1][C:2]1[CH:7]=[CH:6][C:5]([CH:8]([O:10][C:11]([NH:13][C:14]2[N:18]([CH3:19])[N:17]=[CH:16][C:15]=2[C:20]2[CH:25]=[CH:24][C:23]([C:26]3[CH:27]=[CH:28][C:29]([C:32]4([C:35]([OH:37])=[O:36])[CH2:34][CH2:33]4)=[CH:30][CH:31]=3)=[CH:22][CH:21]=2)=[O:12])[CH3:9])=[CH:4][CH:3]=1. The yield is 0.460.